This data is from Full USPTO retrosynthesis dataset with 1.9M reactions from patents (1976-2016). The task is: Predict the reactants needed to synthesize the given product. (1) Given the product [O:38]([CH2:36][CH2:37][N:2]1[C@@H:3]([C:11]([NH:13][C@H:14]([C:16]2[CH:17]=[CH:18][C:19]([C:20]([O:22][CH3:23])=[O:21])=[CH:24][CH:25]=2)[CH3:15])=[O:12])[CH2:4][C:5]2[C:10](=[CH:9][CH:8]=[CH:7][CH:6]=2)[CH2:1]1)[C:5]1[CH:10]=[CH:9][CH:8]=[CH:7][CH:6]=1, predict the reactants needed to synthesize it. The reactants are: [CH2:1]1[C:10]2[C:5](=[CH:6][CH:7]=[CH:8][CH:9]=2)[CH2:4][C@H:3]([C:11]([NH:13][C@H:14]([C:16]2[CH:25]=[CH:24][C:19]([C:20]([O:22][CH3:23])=[O:21])=[CH:18][CH:17]=2)[CH3:15])=[O:12])[NH:2]1.C(O[BH-](O[C:36](=[O:38])[CH3:37])OC(=O)C)(=O)C.[Na+].N. (2) Given the product [Cl:1][C:2]1[CH:10]=[CH:9][C:5]([C:6](=[O:8])[CH2:30][C:29]([O:28][CH2:26][CH3:27])=[O:34])=[CH:4][C:3]=1[O:11][CH2:12][CH3:13], predict the reactants needed to synthesize it. The reactants are: [Cl:1][C:2]1[CH:10]=[CH:9][C:5]([C:6]([OH:8])=O)=[CH:4][C:3]=1[O:11][CH2:12][CH3:13].C1N=CN(C(N2C=NC=C2)=O)C=1.[CH2:26]([O:28][C:29](=[O:34])[CH2:30]C(O)=O)[CH3:27].[K].CCN(CC)CC.[Mg+2].[Cl-].[Cl-]. (3) Given the product [CH2:1]([N:3]([C:4]1[S:5][C@H:6]2[S:12][C@H:11]([CH2:13][OH:14])[C@H:10]3[O:15][C@@:16]([O:23][CH3:24])([CH3:22])[C@:17]([O:20][CH3:21])([CH3:19])[O:18][C@@H:9]3[C@H:7]2[N:8]=1)[C:39](=[O:40])[O:38][C:35]([CH3:37])([CH3:36])[CH3:34])[CH3:2], predict the reactants needed to synthesize it. The reactants are: [CH2:1]([NH:3][C:4]1[S:5][C@H:6]2[S:12][C@H:11]([CH2:13][OH:14])[C@H:10]3[O:15][C@@:16]([O:23][CH3:24])([CH3:22])[C@:17]([O:20][CH3:21])([CH3:19])[O:18][C@@H:9]3[C@H:7]2[N:8]=1)[CH3:2].CCN(C(C)C)C(C)C.[CH3:34][C:35]([O:38][C:39](O[C:39]([O:38][C:35]([CH3:37])([CH3:36])[CH3:34])=[O:40])=[O:40])([CH3:37])[CH3:36]. (4) Given the product [ClH:41].[CH3:1][O:2][C:3]1[CH:19]=[C:18]([C:20]2[N:24]=[C:23]([C:25]3[CH:30]=[CH:29][C:28]([C:31]4[CH:36]=[CH:35][CH:34]=[CH:33][C:32]=4[CH3:37])=[C:27]([CH2:38][O:39][CH3:40])[CH:26]=3)[O:22][N:21]=2)[CH:17]=[CH:16][C:4]=1[CH2:5][N:6]([CH3:15])[CH2:7][C:8]([OH:10])=[O:9], predict the reactants needed to synthesize it. The reactants are: [CH3:1][O:2][C:3]1[CH:19]=[C:18]([C:20]2[N:24]=[C:23]([C:25]3[CH:30]=[CH:29][C:28]([C:31]4[CH:36]=[CH:35][CH:34]=[CH:33][C:32]=4[CH3:37])=[C:27]([CH2:38][O:39][CH3:40])[CH:26]=3)[O:22][N:21]=2)[CH:17]=[CH:16][C:4]=1[CH2:5][N:6]([CH3:15])[CH2:7][C:8]([O:10]C(C)(C)C)=[O:9].[ClH:41]. (5) Given the product [F:23][C:20]1[CH:21]=[CH:22][C:16]2[O:15][CH2:14][CH:13]([CH2:12][NH:25][CH3:24])[O:18][C:17]=2[CH:19]=1, predict the reactants needed to synthesize it. The reactants are: CC1C=CC(S(O[CH2:12][CH:13]2[O:18][C:17]3[CH:19]=[C:20]([F:23])[CH:21]=[CH:22][C:16]=3[O:15][CH2:14]2)(=O)=O)=CC=1.[CH3:24][NH2:25]. (6) Given the product [OH:26][C:25]1[CH:24]=[C:23]([CH3:27])[N:22]([CH3:28])[C:21](=[O:29])[C:20]=1[C:17](=[O:19])[CH:18]=[CH:12][C:11]1[CH:14]=[CH:15][CH:16]=[C:9]([NH:8][C:6]([O:5][CH2:4][CH2:3][O:2][CH3:1])=[O:7])[CH:10]=1, predict the reactants needed to synthesize it. The reactants are: [CH3:1][O:2][CH2:3][CH2:4][O:5][C:6]([NH:8][C:9]1[CH:10]=[C:11]([CH:14]=[CH:15][CH:16]=1)[CH:12]=O)=[O:7].[C:17]([C:20]1[C:21](=[O:29])[N:22]([CH3:28])[C:23]([CH3:27])=[CH:24][C:25]=1[OH:26])(=[O:19])[CH3:18].